This data is from Forward reaction prediction with 1.9M reactions from USPTO patents (1976-2016). The task is: Predict the product of the given reaction. (1) Given the reactants [Br:1][C:2]1[N:3]([CH:17]2[CH2:22][CH2:21][CH2:20][CH2:19][O:18]2)[C:4]2[C:9]([N:10]=1)=[C:8]([NH2:11])[N:7]=[C:6]([O:12][CH:13]1[CH2:16][CH2:15][CH2:14]1)[N:5]=2.[CH:23]1(OC2N=C3C(N=CN3C3CCCCO3)=C(N)N=2)CCCC1, predict the reaction product. The product is: [Br:1][C:2]1[N:3]([CH:17]2[CH2:22][CH2:21][CH2:20][CH2:19][O:18]2)[C:4]2[C:9]([N:10]=1)=[C:8]([NH2:11])[N:7]=[C:6]([O:12][CH:13]1[CH2:14][CH2:15][CH2:23][CH2:16]1)[N:5]=2. (2) Given the reactants [CH3:1][O:2][C:3](=[O:14])[C:4]1[CH:9]=[C:8](I)[C:7]([CH3:11])=[CH:6][C:5]=1[O:12][CH3:13].C([O-])(=O)C.[K+].[B:20]1([B:20]2[O:24][C:23]([CH3:26])([CH3:25])[C:22]([CH3:28])([CH3:27])[O:21]2)[O:24][C:23]([CH3:26])([CH3:25])[C:22]([CH3:28])([CH3:27])[O:21]1.CS(C)=O, predict the reaction product. The product is: [CH3:1][O:2][C:3](=[O:14])[C:4]1[CH:9]=[C:8]([B:20]2[O:24][C:23]([CH3:26])([CH3:25])[C:22]([CH3:28])([CH3:27])[O:21]2)[C:7]([CH3:11])=[CH:6][C:5]=1[O:12][CH3:13].